From a dataset of Full USPTO retrosynthesis dataset with 1.9M reactions from patents (1976-2016). Predict the reactants needed to synthesize the given product. (1) Given the product [CH3:18][O:17][C:15]1[CH:14]=[CH:13][C:12]([C:19]([OH:23])=[O:20])=[C:11]([N:8]2[CH2:9][CH2:10][C@@H:5]([C:3]([O:2][CH3:1])=[O:4])[C@H:6]([CH3:21])[CH2:7]2)[CH:16]=1.[CH3:18][O:17][C:15]1[CH:14]=[CH:13][C:12]([C:28]([OH:30])=[O:29])=[C:11]([N:8]2[CH2:9][CH2:10][CH:5]([C:3]([O:2][CH3:1])=[O:4])[CH:6]([CH3:21])[CH2:7]2)[CH:16]=1, predict the reactants needed to synthesize it. The reactants are: [CH3:1][O:2][C:3]([CH:5]1[CH2:10][CH2:9][N:8]([C:11]2[CH:16]=[C:15]([O:17][CH3:18])[CH:14]=[CH:13][C:12]=2[CH:19]=[O:20])[CH2:7][CH:6]1[CH3:21])=[O:4].I(O)(=O)(=O)=[O:23].Cl[C:28]([O-:30])=[O:29].[NH+]1C=CC=CC=1. (2) Given the product [NH2:17][C:15]1[N:16]=[C:11]([CH2:10][CH2:9][C:5]2[CH:4]=[C:3]([OH:2])[CH:8]=[CH:7][CH:6]=2)[CH:12]=[C:13]([NH:18][C:19]2[CH:20]=[CH:21][C:22]([O:25][C:26]3[CH:31]=[CH:30][N:29]=[C:28]([C:32]([F:35])([F:34])[F:33])[CH:27]=3)=[CH:23][CH:24]=2)[N:14]=1, predict the reactants needed to synthesize it. The reactants are: C[O:2][C:3]1[CH:4]=[C:5]([CH2:9][CH2:10][C:11]2[N:16]=[C:15]([NH2:17])[N:14]=[C:13]([NH:18][C:19]3[CH:24]=[CH:23][C:22]([O:25][C:26]4[CH:31]=[CH:30][N:29]=[C:28]([C:32]([F:35])([F:34])[F:33])[CH:27]=4)=[CH:21][CH:20]=3)[CH:12]=2)[CH:6]=[CH:7][CH:8]=1.[B-](Br)(Br)(Br)[S+](C)C.O.C([O-])(O)=O.[Na+]. (3) Given the product [NH2:1][C:2]1[CH:3]=[C:4]([CH:8]=[CH:9][C:10]=1[Cl:11])[C:5]([O:7][CH3:12])=[O:6], predict the reactants needed to synthesize it. The reactants are: [NH2:1][C:2]1[CH:3]=[C:4]([CH:8]=[CH:9][C:10]=1[Cl:11])[C:5]([OH:7])=[O:6].[C:12](=O)([O-])[O-].CI.C(OCC)(=O)C. (4) Given the product [Cl:14][C:10]1[CH:9]=[C:8]([NH:7][C:4]2[C:3]([C:15]#[N:16])=[C:2]([N:1]=[CH:25][C:22]3[CH:21]=[CH:20][C:19]([C:18]([F:17])([F:27])[F:28])=[CH:24][CH:23]=3)[NH:6][N:5]=2)[CH:13]=[CH:12][CH:11]=1, predict the reactants needed to synthesize it. The reactants are: [NH2:1][C:2]1[NH:6][N:5]=[C:4]([NH:7][C:8]2[CH:13]=[CH:12][CH:11]=[C:10]([Cl:14])[CH:9]=2)[C:3]=1[C:15]#[N:16].[F:17][C:18]([F:28])([F:27])[C:19]1[CH:24]=[CH:23][C:22]([CH:25]=O)=[CH:21][CH:20]=1.